Dataset: Experimentally validated miRNA-target interactions with 360,000+ pairs, plus equal number of negative samples. Task: Binary Classification. Given a miRNA mature sequence and a target amino acid sequence, predict their likelihood of interaction. The miRNA is hsa-miR-4659b-3p with sequence UUUCUUCUUAGACAUGGCAGCU. The protein sequence of the target gene is MLGKRKRVVLTIKDKLDIIKKLEEGISFKKLSVVYGIGESTVRDIKKNKERIINYANSSDPTSGVSKRKSMKSSTYEELDRVMIEWFNQQKTDGIPVSGTICAKQAKFFFDALGMEGDFNASSGWLTRFKQRHGIPKAAGKGTKLKGDETAAREFCGSFQEFVEKENLQPEQIYGADQTGLFWKCLPSRTLTLETDQSTSGCRSSRERIIIMCCANATGLHKLNLCVVGKAKKPRAFKGTDLSNLPVTYYSQKGAWIEQSVFRQWFEKYFVPQVQKHLKSKGLLEKAVLLLDFPPARPNE.... Result: 1 (interaction).